Dataset: Full USPTO retrosynthesis dataset with 1.9M reactions from patents (1976-2016). Task: Predict the reactants needed to synthesize the given product. (1) Given the product [CH:18]([N:17]1[C:11]2[CH:10]=[C:9]([NH:8][C:6]3[CH:5]=[CH:4][N:3]=[C:2]([N:26]4[CH2:27][CH:24]([O:23][CH3:22])[CH2:25]4)[N:7]=3)[N:14]=[CH:13][C:12]=2[N:15]=[CH:16]1)([CH3:20])[CH3:19], predict the reactants needed to synthesize it. The reactants are: Cl[C:2]1[N:7]=[C:6]([NH:8][C:9]2[N:14]=[CH:13][C:12]3[N:15]=[CH:16][N:17]([CH:18]([CH3:20])[CH3:19])[C:11]=3[CH:10]=2)[CH:5]=[CH:4][N:3]=1.Cl.[CH3:22][O:23][CH:24]1[CH2:27][NH:26][CH2:25]1.C([O-])([O-])=O.[Cs+].[Cs+]. (2) Given the product [O:1]1[C:5]2[CH:6]=[CH:7][CH:8]=[CH:9][C:4]=2[CH:3]=[C:2]1[C:10]([NH:12][C:13]1([C:19]([OH:21])=[O:20])[CH2:18][CH2:17][CH2:16][CH2:15][CH2:14]1)=[O:11], predict the reactants needed to synthesize it. The reactants are: [O:1]1[C:5]2[CH:6]=[CH:7][CH:8]=[CH:9][C:4]=2[CH:3]=[C:2]1[C:10]([NH:12][C:13]1([C:19]([O:21]C)=[O:20])[CH2:18][CH2:17][CH2:16][CH2:15][CH2:14]1)=[O:11].[OH-].[Na+]. (3) Given the product [OH:13]/[N:12]=[C:11](\[Cl:23])/[C:9]1[CH:8]=[CH:7][C:6]2[B:2]([OH:1])[O:3][C:4]([CH3:15])([CH3:14])[C:5]=2[CH:10]=1, predict the reactants needed to synthesize it. The reactants are: [OH:1][B:2]1[C:6]2[CH:7]=[CH:8][C:9]([CH:11]=[N:12][OH:13])=[CH:10][C:5]=2[C:4]([CH3:15])([CH3:14])[O:3]1.C1C(=O)N([Cl:23])C(=O)C1. (4) Given the product [CH3:1][O:2][C:3]([N:5]1[C@H:13]2[C@H:8]([C@:9]([O:23][C:29](=[O:30])[CH2:28][CH2:27][CH2:26][N:25]([CH3:32])[CH3:24])([C:14]#[C:15][C:16]3[CH:17]=[C:18]([CH3:22])[CH:19]=[CH:20][CH:21]=3)[CH2:10][CH2:11][CH2:12]2)[CH2:7][CH2:6]1)=[O:4], predict the reactants needed to synthesize it. The reactants are: [CH3:1][O:2][C:3]([N:5]1[C@@H:13]2[C@@H:8]([C@@:9]([OH:23])([C:14]#[C:15][C:16]3[CH:17]=[C:18]([CH3:22])[CH:19]=[CH:20][CH:21]=3)[CH2:10][CH2:11][CH2:12]2)[CH2:7][CH2:6]1)=[O:4].[CH3:24][N:25]([CH3:32])[CH2:26][CH2:27][CH2:28][C:29](O)=[O:30]. (5) Given the product [CH2:1]([N:8]1[C:16]2[C:11](=[CH:12][C:13]([NH:18][C:20]3[N:29]=[CH:28][C:27]([CH:30]4[CH2:32][CH2:31]4)=[CH:26][C:21]=3[C:22]([O:24][CH3:25])=[O:23])=[CH:14][C:15]=2[CH3:17])[CH:10]=[CH:9]1)[C:2]1[CH:3]=[CH:4][CH:5]=[CH:6][CH:7]=1, predict the reactants needed to synthesize it. The reactants are: [CH2:1]([N:8]1[C:16]2[C:11](=[CH:12][C:13]([NH2:18])=[CH:14][C:15]=2[CH3:17])[CH:10]=[CH:9]1)[C:2]1[CH:7]=[CH:6][CH:5]=[CH:4][CH:3]=1.Cl[C:20]1[N:29]=[CH:28][C:27]([CH:30]2[CH2:32][CH2:31]2)=[CH:26][C:21]=1[C:22]([O:24][CH3:25])=[O:23].C(=O)([O-])[O-].[K+].[K+].C(OCCCC)(=O)C. (6) The reactants are: [Cl:1][C:2]1[C:7]([C:8]2[C:13]([F:14])=[CH:12][C:11](F)=[CH:10][C:9]=2[F:16])=[C:6]([NH:17][CH2:18][C:19]([F:22])([F:21])[F:20])[N:5]2[CH:23]=[CH:24][N:25]=[C:4]2[N:3]=1.[CH3:26][N:27]([CH3:32])[CH2:28][CH2:29][CH2:30][OH:31].[H-].[Na+].[Cl-].[Na+]. Given the product [Cl:1][C:2]1[C:7]([C:8]2[C:9]([F:16])=[CH:10][C:11]([O:31][CH2:30][CH2:29][CH2:28][N:27]([CH3:32])[CH3:26])=[CH:12][C:13]=2[F:14])=[C:6]([NH:17][CH2:18][C:19]([F:21])([F:20])[F:22])[N:5]2[CH:23]=[CH:24][N:25]=[C:4]2[N:3]=1, predict the reactants needed to synthesize it. (7) The reactants are: [CH:1]1([CH2:4][C:5]([NH:7][NH:8][C:9]2[N:10]=[N:11][CH:12]=[C:13]([N:19]3[CH2:24][CH2:23][CH:22]([C:25]4[C:30]([O:31][CH3:32])=[CH:29][CH:28]=[CH:27][C:26]=4[F:33])[CH2:21][CH2:20]3)[C:14]=2[C:15]([F:18])([F:17])[F:16])=O)[CH2:3][CH2:2]1.C1(P(C2C=CC=CC=2)C2C=CC=CC=2)C=CC=CC=1.N([Si](C)(C)C)=[N+]=[N-].CCOC(/N=N/C(OCC)=O)=O.C1(C)C=CC=CC=1. Given the product [CH:1]1([CH2:4][C:5]2[N:10]3[N:11]=[CH:12][C:13]([N:19]4[CH2:24][CH2:23][CH:22]([C:25]5[C:30]([O:31][CH3:32])=[CH:29][CH:28]=[CH:27][C:26]=5[F:33])[CH2:21][CH2:20]4)=[C:14]([C:15]([F:16])([F:18])[F:17])[C:9]3=[N:8][N:7]=2)[CH2:3][CH2:2]1, predict the reactants needed to synthesize it.